From a dataset of NCI-60 drug combinations with 297,098 pairs across 59 cell lines. Regression. Given two drug SMILES strings and cell line genomic features, predict the synergy score measuring deviation from expected non-interaction effect. (1) Synergy scores: CSS=39.2, Synergy_ZIP=-5.97, Synergy_Bliss=-0.742, Synergy_Loewe=1.86, Synergy_HSA=3.38. Drug 2: C1CN(CCN1C(=O)CCBr)C(=O)CCBr. Drug 1: C1=NC(=NC(=O)N1C2C(C(C(O2)CO)O)O)N. Cell line: UO-31. (2) Drug 1: C1=C(C(=O)NC(=O)N1)N(CCCl)CCCl. Drug 2: CC1CCCC2(C(O2)CC(NC(=O)CC(C(C(=O)C(C1O)C)(C)C)O)C(=CC3=CSC(=N3)C)C)C. Cell line: TK-10. Synergy scores: CSS=-0.517, Synergy_ZIP=-3.39, Synergy_Bliss=-3.38, Synergy_Loewe=-5.49, Synergy_HSA=-4.60. (3) Drug 1: CN(CC1=CN=C2C(=N1)C(=NC(=N2)N)N)C3=CC=C(C=C3)C(=O)NC(CCC(=O)O)C(=O)O. Drug 2: C1C(C(OC1N2C=C(C(=O)NC2=O)F)CO)O. Cell line: TK-10. Synergy scores: CSS=32.5, Synergy_ZIP=-5.62, Synergy_Bliss=-3.96, Synergy_Loewe=-19.9, Synergy_HSA=-9.33. (4) Drug 1: CC1=C2C(C(=O)C3(C(CC4C(C3C(C(C2(C)C)(CC1OC(=O)C(C(C5=CC=CC=C5)NC(=O)OC(C)(C)C)O)O)OC(=O)C6=CC=CC=C6)(CO4)OC(=O)C)O)C)O. Drug 2: CC(C)CN1C=NC2=C1C3=CC=CC=C3N=C2N. Cell line: HCT116. Synergy scores: CSS=11.5, Synergy_ZIP=-1.70, Synergy_Bliss=0.860, Synergy_Loewe=-5.46, Synergy_HSA=-1.07.